Dataset: Full USPTO retrosynthesis dataset with 1.9M reactions from patents (1976-2016). Task: Predict the reactants needed to synthesize the given product. The reactants are: [OH:1][CH:2]([CH3:9])[C:3](=[CH2:8])[C:4]([O:6][CH3:7])=[O:5].Br[C:11]1[CH:16]=[CH:15][C:14]([CH2:17][C:18]#[N:19])=[CH:13][CH:12]=1.C(N(CC)CC)C. Given the product [C:18]([CH2:17][C:14]1[CH:15]=[CH:16][C:11]([CH2:8][CH:3]([C:2](=[O:1])[CH3:9])[C:4]([O:6][CH3:7])=[O:5])=[CH:12][CH:13]=1)#[N:19], predict the reactants needed to synthesize it.